This data is from Catalyst prediction with 721,799 reactions and 888 catalyst types from USPTO. The task is: Predict which catalyst facilitates the given reaction. The catalyst class is: 3. Reactant: [Br:1][C:2]1[CH:3]=[N:4][NH:5][C:6]=1[C:7]([O:9][CH3:10])=[O:8].[H-].[Na+].Cl[CH2:14][O:15][CH2:16][CH2:17][Si:18]([CH3:21])([CH3:20])[CH3:19]. Product: [Br:1][C:2]1[CH:3]=[N:4][N:5]([CH2:14][O:15][CH2:16][CH2:17][Si:18]([CH3:21])([CH3:20])[CH3:19])[C:6]=1[C:7]([O:9][CH3:10])=[O:8].